This data is from Forward reaction prediction with 1.9M reactions from USPTO patents (1976-2016). The task is: Predict the product of the given reaction. (1) Given the reactants [Cl:1][C:2]1[C:10]([Cl:11])=[CH:9][CH:8]=[CH:7][C:3]=1[C:4]([OH:6])=O.[N:12]1([CH:18]([C:21]2[CH:22]=[N:23][CH:24]=[N:25][CH:26]=2)[CH2:19][NH2:20])[CH2:17][CH2:16][O:15][CH2:14][CH2:13]1, predict the reaction product. The product is: [Cl:1][C:2]1[C:10]([Cl:11])=[CH:9][CH:8]=[CH:7][C:3]=1[C:4]([NH:20][CH2:19][CH:18]([N:12]1[CH2:17][CH2:16][O:15][CH2:14][CH2:13]1)[C:21]1[CH:22]=[N:23][CH:24]=[N:25][CH:26]=1)=[O:6]. (2) The product is: [C:25]([C:27]1[CH:32]=[CH:31][C:30]([CH3:33])=[CH:29][C:28]=1[S:34]([NH:1][C:2]1[CH:7]=[CH:6][C:5]([C:8]2[N:13]=[C:12]3[NH:14][N:15]=[CH:16][C:11]3=[C:10]([O:17][CH:18]3[CH2:19][CH2:20][CH:21]([OH:24])[CH2:22][CH2:23]3)[N:9]=2)=[CH:4][CH:3]=1)(=[O:35])=[O:36])#[N:26]. Given the reactants [NH2:1][C:2]1[CH:7]=[CH:6][C:5]([C:8]2[N:13]=[C:12]3[NH:14][N:15]=[CH:16][C:11]3=[C:10]([O:17][CH:18]3[CH2:23][CH2:22][CH:21]([OH:24])[CH2:20][CH2:19]3)[N:9]=2)=[CH:4][CH:3]=1.[C:25]([C:27]1[CH:32]=[CH:31][C:30]([CH3:33])=[CH:29][C:28]=1[S:34](Cl)(=[O:36])=[O:35])#[N:26], predict the reaction product. (3) Given the reactants CN(C=O)C.[C:6]([O:10][C:11](=[O:35])[CH2:12][CH2:13][N:14]([C:28]([O:30][C:31]([CH3:34])([CH3:33])[CH3:32])=[O:29])[CH2:15][C:16]([N:18]1[C:26]2[C:21](=[CH:22][C:23]([OH:27])=[CH:24][CH:25]=2)[CH2:20][CH2:19]1)=[O:17])([CH3:9])([CH3:8])[CH3:7].Cl[CH2:37][C:38]1[CH:43]=[CH:42][C:41]([CH:44]([CH3:46])[CH3:45])=[C:40]([C:47]([F:50])([F:49])[F:48])[CH:39]=1.C(=O)([O-])[O-].[K+].[K+], predict the reaction product. The product is: [C:6]([O:10][C:11](=[O:35])[CH2:12][CH2:13][N:14]([C:28]([O:30][C:31]([CH3:34])([CH3:33])[CH3:32])=[O:29])[CH2:15][C:16]([N:18]1[C:26]2[C:21](=[CH:22][C:23]([O:27][CH2:37][C:38]3[CH:43]=[CH:42][C:41]([CH:44]([CH3:46])[CH3:45])=[C:40]([C:47]([F:48])([F:50])[F:49])[CH:39]=3)=[CH:24][CH:25]=2)[CH2:20][CH2:19]1)=[O:17])([CH3:9])([CH3:8])[CH3:7]. (4) Given the reactants [Cl:1][C:2]1[CH:7]=[C:6]([F:8])[CH:5]=[CH:4][C:3]=1[C:9]1([C:14]([OH:16])=O)[CH2:13][CH2:12][CH2:11][CH2:10]1.[NH2:17][CH2:18][CH2:19][CH2:20][N:21]1[CH2:26][CH2:25][CH:24]([C:27]2[CH:28]=[C:29]([NH:33][C:34](=[O:38])[CH:35]([CH3:37])[CH3:36])[CH:30]=[CH:31][CH:32]=2)[CH2:23][CH2:22]1, predict the reaction product. The product is: [Cl:1][C:2]1[CH:7]=[C:6]([F:8])[CH:5]=[CH:4][C:3]=1[C:9]1([C:14]([NH:17][CH2:18][CH2:19][CH2:20][N:21]2[CH2:26][CH2:25][CH:24]([C:27]3[CH:32]=[CH:31][CH:30]=[C:29]([NH:33][C:34](=[O:38])[CH:35]([CH3:36])[CH3:37])[CH:28]=3)[CH2:23][CH2:22]2)=[O:16])[CH2:10][CH2:11][CH2:12][CH2:13]1. (5) Given the reactants CC(OI1(OC(C)=O)(OC(C)=O)OC(=O)C2C1=CC=CC=2)=O.[NH:23]1[C:31]2[C:26](=[CH:27][CH:28]=[C:29]([CH2:32][OH:33])[CH:30]=2)[CH:25]=[CH:24]1.[OH-].[Na+], predict the reaction product. The product is: [NH:23]1[C:31]2[C:26](=[CH:27][CH:28]=[C:29]([CH:32]=[O:33])[CH:30]=2)[CH:25]=[CH:24]1. (6) The product is: [C:2]([O:20][C:19](=[O:21])[C@H:12]([CH2:13][C@@H:14]([CH3:18])[C:15]([O:17][C:22]([CH3:23])([CH3:24])[CH3:25])=[O:16])[NH:11][C:9]([O:8][CH2:1][C:2]1[CH:3]=[CH:4][CH:5]=[CH:6][CH:7]=1)=[O:10])([CH3:7])([CH3:3])[CH3:1]. Given the reactants [CH2:1]([O:8][C:9]([NH:11][C@H:12]([C:19]([OH:21])=[O:20])[CH2:13][C@@H:14]([CH3:18])[C:15]([OH:17])=[O:16])=[O:10])[C:2]1[CH:7]=[CH:6][CH:5]=[CH:4][CH:3]=1.[C:22](OC(=NC(C)C)NC(C)C)([CH3:25])([CH3:24])[CH3:23], predict the reaction product. (7) Given the reactants Br[C:2]1[CH:3]=[C:4]2[C:8](=[C:9]([C:11]([NH2:13])=[O:12])[CH:10]=1)[NH:7][CH:6]=[C:5]2[CH:14]1[CH2:19][CH2:18][N:17]([S:20]([CH2:23][CH3:24])(=[O:22])=[O:21])[CH2:16][CH2:15]1.C(=O)([O-])[O-].[Cs+].[Cs+].[CH3:31][C:32]([O:35][C:36]([N:38]1[CH2:43][CH2:42][N:41]([C:44]2[N:49]=[CH:48][C:47](B(O)O)=[CH:46][CH:45]=2)[CH2:40][CH2:39]1)=[O:37])([CH3:34])[CH3:33], predict the reaction product. The product is: [NH2:13][C:11]([C:9]1[CH:10]=[C:2]([C:47]2[CH:46]=[CH:45][C:44]([N:41]3[CH2:42][CH2:43][N:38]([C:36]([O:35][C:32]([CH3:34])([CH3:33])[CH3:31])=[O:37])[CH2:39][CH2:40]3)=[N:49][CH:48]=2)[CH:3]=[C:4]2[C:8]=1[NH:7][CH:6]=[C:5]2[CH:14]1[CH2:19][CH2:18][N:17]([S:20]([CH2:23][CH3:24])(=[O:22])=[O:21])[CH2:16][CH2:15]1)=[O:12].